From a dataset of Forward reaction prediction with 1.9M reactions from USPTO patents (1976-2016). Predict the product of the given reaction. (1) Given the reactants [Li+].[BH4-].C[O:4][C:5](=O)[CH2:6][C:7]1[CH:12]=[CH:11][C:10]([C:13]#[N:14])=[C:9]([F:15])[CH:8]=1.O, predict the reaction product. The product is: [F:15][C:9]1[CH:8]=[C:7]([CH2:6][CH2:5][OH:4])[CH:12]=[CH:11][C:10]=1[C:13]#[N:14]. (2) The product is: [CH3:15][C:14]1([C:17]2[CH:22]=[CH:21][CH:20]=[CH:19][CH:18]=2)[C:6]2[NH:7][C:8]3[C:13](=[CH:12][CH:11]=[CH:10][CH:9]=3)[C:5]=2[CH2:4][CH2:3][NH:2]1. Given the reactants Cl.[NH2:2][CH2:3][CH2:4][C:5]1[C:13]2[C:8](=[CH:9][CH:10]=[CH:11][CH:12]=2)[NH:7][CH:6]=1.[C:14]([C:17]1[CH:22]=[CH:21][CH:20]=[CH:19][CH:18]=1)(=O)[CH3:15], predict the reaction product. (3) The product is: [I:14][C:15]1[CH:16]=[C:17]([CH:21]=[CH:22][C:23]=1[CH3:24])[C:18]#[N:20]. Given the reactants FC(F)(F)C(OC(=O)C(F)(F)F)=O.[I:14][C:15]1[CH:16]=[C:17]([CH:21]=[CH:22][C:23]=1[CH3:24])[C:18]([NH2:20])=O.C(N(CC)CC)C.C(=O)([O-])[O-].[K+].[K+], predict the reaction product. (4) Given the reactants [Cl:1][C:2]1[CH:7]=[C:6]([Cl:8])[CH:5]=[CH:4][C:3]=1[C:9]1[N:10]([C:20]2[CH:25]=[CH:24][C:23]([OH:26])=[CH:22][CH:21]=2)[C:11]([CH3:19])=[C:12]([C:14]([O:16][CH2:17][CH3:18])=[O:15])[N:13]=1.[F:27][C:28]([F:33])([F:32])[CH2:29][CH2:30]O.C1(P(C2C=CC=CC=2)C2C=CC=CC=2)C=CC=CC=1.CCOC(/N=N/C(OCC)=O)=O.N(C(OC(C)(C)C)=O)=NC(OC(C)(C)C)=O, predict the reaction product. The product is: [Cl:1][C:2]1[CH:7]=[C:6]([Cl:8])[CH:5]=[CH:4][C:3]=1[C:9]1[N:10]([C:20]2[CH:21]=[CH:22][C:23]([O:26][CH2:30][CH2:29][C:28]([F:33])([F:32])[F:27])=[CH:24][CH:25]=2)[C:11]([CH3:19])=[C:12]([C:14]([O:16][CH2:17][CH3:18])=[O:15])[N:13]=1.